This data is from Catalyst prediction with 721,799 reactions and 888 catalyst types from USPTO. The task is: Predict which catalyst facilitates the given reaction. (1) Reactant: [NH2:1][C:2]1[CH:6]=[C:5]([C:7]([O:9][CH3:10])=[O:8])[NH:4][N:3]=1.C([O:13][C:14](=O)[CH:15]([C:21]1[CH:26]=[CH:25][CH:24]=[CH:23][CH:22]=1)[C:16](OCC)=[O:17])C.C(N(C(C)C)CC)(C)C. Product: [OH:13][C:14]1[C:15]([C:21]2[CH:26]=[CH:25][CH:24]=[CH:23][CH:22]=2)=[C:16]([OH:17])[N:3]2[N:4]=[C:5]([C:7]([O:9][CH3:10])=[O:8])[CH:6]=[C:2]2[N:1]=1. The catalyst class is: 3. (2) Product: [NH:1]([C:38]([CH2:40][CH2:41][CH2:42][CH2:43][CH2:44][CH2:45][CH3:46])=[O:39])[C@H:2]([C:18]([NH:20][C@H:21]([C:26]([N:28]1[CH2:37][C@H:35]([OH:36])[CH2:34][C@H:29]1[C:30]([OH:32])=[O:31])=[O:27])[CH2:22][CH:23]([CH3:25])[CH3:24])=[O:19])[CH2:3][C:4]1[CH:5]=[CH:6][C:7]([O:10][CH2:11][C:12]2[CH:13]=[CH:14][CH:15]=[CH:16][CH:17]=2)=[CH:8][CH:9]=1. Reactant: [NH:1]([C:38]([CH2:40][CH2:41][CH2:42][CH2:43][CH2:44][CH2:45][CH3:46])=[O:39])[C@H:2]([C:18]([NH:20][C@H:21]([C:26]([N:28]1[CH2:37][C@H:35]([OH:36])[CH2:34][C@H:29]1[C:30]([O:32]C)=[O:31])=[O:27])[CH2:22][CH:23]([CH3:25])[CH3:24])=[O:19])[CH2:3][C:4]1[CH:9]=[CH:8][C:7]([O:10][CH2:11][C:12]2[CH:17]=[CH:16][CH:15]=[CH:14][CH:13]=2)=[CH:6][CH:5]=1.O.O.[OH-].[Li+].Cl. The catalyst class is: 1. (3) Reactant: [NH2:1][C:2]1[C:3]([CH3:28])=[C:4]([CH2:21][CH2:22][C:23](OCC)=[O:24])[C:5]2[O:9][CH2:8][CH:7]([C:10]3[CH:15]=[CH:14][C:13]([CH:16]([CH3:18])[CH3:17])=[CH:12][CH:11]=3)[C:6]=2[C:19]=1[CH3:20].[H-].[Al+3].[Li+].[H-].[H-].[H-].O. Product: [NH2:1][C:2]1[C:3]([CH3:28])=[C:4]([CH2:21][CH2:22][CH2:23][OH:24])[C:5]2[O:9][CH2:8][CH:7]([C:10]3[CH:11]=[CH:12][C:13]([CH:16]([CH3:18])[CH3:17])=[CH:14][CH:15]=3)[C:6]=2[C:19]=1[CH3:20]. The catalyst class is: 1. (4) Reactant: C1([C@H](N[C@@H:10]2[CH2:15][CH2:14][N:13]([C:16]([O:18][C:19]([CH3:22])([CH3:21])[CH3:20])=[O:17])[CH2:12][C@H:11]2[C:23]([O:25][CH2:26][CH3:27])=[O:24])C)C=CC=CC=1.CC[O-:30].[Na+]. Product: [O:30]=[C:10]1[CH2:15][CH2:14][N:13]([C:16]([O:18][C:19]([CH3:22])([CH3:21])[CH3:20])=[O:17])[CH2:12][CH:11]1[C:23]([O:25][CH2:26][CH3:27])=[O:24]. The catalyst class is: 14.